Predict the product of the given reaction. From a dataset of Forward reaction prediction with 1.9M reactions from USPTO patents (1976-2016). (1) Given the reactants [Cl:1][C:2]1[CH:7]=[CH:6][CH:5]=[CH:4][C:3]=1[C@H:8]1[O:10][C@:9]1([CH2:19][N:20]1[C:24](=[S:25])[NH:23][CH:22]=[N:21]1)[C:11]1[CH:16]=[CH:15][C:14]([F:17])=[CH:13][C:12]=1[F:18].[H-].[Na+].[CH3:28]I.O, predict the reaction product. The product is: [Cl:1][C:2]1[CH:7]=[CH:6][CH:5]=[CH:4][C:3]=1[C@H:8]1[O:10][C@:9]1([CH2:19][N:20]1[C:24]([S:25][CH3:28])=[N:23][CH:22]=[N:21]1)[C:11]1[CH:16]=[CH:15][C:14]([F:17])=[CH:13][C:12]=1[F:18]. (2) Given the reactants C(=O)([O-])[O-].[K+].[K+].[F:7][C:8]([F:46])([F:45])[C:9]1[CH:10]=[C:11]([CH:38]=[C:39]([C:41]([F:44])([F:43])[F:42])[CH:40]=1)[CH2:12][NH:13][CH2:14][C:15]1[CH:16]=[C:17]2[C:32]([CH3:33])=[N:31][N:30]([C:34]([CH3:37])([CH3:36])[CH3:35])[C:18]2=[N:19][C:20]=1[N:21]([CH2:26][CH:27]1[CH2:29][CH2:28]1)[CH2:22][CH:23]1[CH2:25][CH2:24]1.[Br:47][C:48]1[CH:49]=[N:50][C:51](Cl)=[N:52][CH:53]=1.O, predict the reaction product. The product is: [F:46][C:8]([F:45])([F:7])[C:9]1[CH:10]=[C:11]([CH:38]=[C:39]([C:41]([F:43])([F:44])[F:42])[CH:40]=1)[CH2:12][N:13]([CH2:14][C:15]1[CH:16]=[C:17]2[C:32]([CH3:33])=[N:31][N:30]([C:34]([CH3:36])([CH3:37])[CH3:35])[C:18]2=[N:19][C:20]=1[N:21]([CH2:26][CH:27]1[CH2:29][CH2:28]1)[CH2:22][CH:23]1[CH2:24][CH2:25]1)[C:51]1[N:52]=[CH:53][C:48]([Br:47])=[CH:49][N:50]=1. (3) Given the reactants [NH2:1][C:2]1[CH:7]=[C:6]([Cl:8])[CH:5]=[CH:4][C:3]=1[S:9][CH2:10][CH2:11][C:12]([N:14]([CH3:16])[CH3:15])=[O:13].[F:17][C:18]1[CH:23]=[C:22]([F:24])[CH:21]=[CH:20][C:19]=1[S:25](Cl)(=[O:27])=[O:26], predict the reaction product. The product is: [Cl:8][C:6]1[CH:5]=[CH:4][C:3]([S:9][CH2:10][CH2:11][C:12]([N:14]([CH3:15])[CH3:16])=[O:13])=[C:2]([NH:1][S:25]([C:19]2[CH:20]=[CH:21][C:22]([F:24])=[CH:23][C:18]=2[F:17])(=[O:27])=[O:26])[CH:7]=1. (4) Given the reactants Cl[C:2]1[NH:3][C:4](=[O:13])[C:5]2[C:10]([CH:11]=1)=[C:9]([CH3:12])[CH:8]=[CH:7][CH:6]=2.[N:14]1([CH2:20][CH2:21][N:22]2[CH2:27][CH2:26][NH:25][CH2:24][CH2:23]2)[CH2:19][CH2:18][CH2:17][CH2:16][CH2:15]1, predict the reaction product. The product is: [CH3:12][C:9]1[CH:8]=[CH:7][CH:6]=[C:5]2[C:10]=1[CH:11]=[C:2]([N:25]1[CH2:24][CH2:23][N:22]([CH2:21][CH2:20][N:14]3[CH2:15][CH2:16][CH2:17][CH2:18][CH2:19]3)[CH2:27][CH2:26]1)[NH:3][C:4]2=[O:13]. (5) The product is: [F:1][C:2]1[CH:7]=[C:6]([C:8]2[CH:16]=[C:15]3[C:11]([C:12]([C:17]4[NH:18][C:19]5[CH2:24][CH2:23][N:22]([CH2:42][C:34]6[CH:33]=[N:32][C:41]7[C:36]([CH:35]=6)=[CH:37][CH:38]=[CH:39][CH:40]=7)[CH2:21][C:20]=5[N:25]=4)=[N:13][NH:14]3)=[CH:10][CH:9]=2)[C:5]([CH2:26][C:27]([F:28])([F:29])[F:30])=[CH:4][C:3]=1[OH:31]. Given the reactants [F:1][C:2]1[CH:7]=[C:6]([C:8]2[CH:16]=[C:15]3[C:11]([C:12]([C:17]4[NH:18][C:19]5[CH2:24][CH2:23][NH:22][CH2:21][C:20]=5[N:25]=4)=[N:13][NH:14]3)=[CH:10][CH:9]=2)[C:5]([CH2:26][C:27]([F:30])([F:29])[F:28])=[CH:4][C:3]=1[OH:31].[N:32]1[C:41]2[C:36](=[CH:37][CH:38]=[CH:39][CH:40]=2)[CH:35]=[C:34]([CH:42]=O)[CH:33]=1, predict the reaction product. (6) Given the reactants [F:1][CH2:2][CH2:3][N:4]1[C:16]2[CH2:15][CH2:14][CH2:13][CH:12]([C:17](O)=[O:18])[C:11]=2[C:10]2[C:5]1=[CH:6][CH:7]=[CH:8][C:9]=2[O:20][CH3:21].[Cl:22]CCl.C(Cl)(=O)C(Cl)=O, predict the reaction product. The product is: [F:1][CH2:2][CH2:3][N:4]1[C:16]2[CH2:15][CH2:14][CH2:13][CH:12]([C:17]([Cl:22])=[O:18])[C:11]=2[C:10]2[C:5]1=[CH:6][CH:7]=[CH:8][C:9]=2[O:20][CH3:21]. (7) Given the reactants C([O-])([O-])=O.[Ca+2].[CH3:6][C:7](=[CH:9][CH2:10][CH2:11][C@H:12]([CH2:14][CH2:15][OH:16])[CH3:13])[CH3:8], predict the reaction product. The product is: [CH3:6][C:7](=[CH:9][CH2:10][CH2:11][CH:12]([CH2:14][CH:15]=[O:16])[CH3:13])[CH3:8].[CH3:6][C:7](=[CH:9][CH2:10][CH2:11][C@H:12]([CH2:14][CH:15]=[O:16])[CH3:13])[CH3:8]. (8) Given the reactants [CH3:1]I.[Br:3][C:4]1[CH:5]=[C:6]([Cl:14])[C:7](O)=[C:8]([CH:12]=1)C(O)=O.[C:15]([O-:18])([O-])=[O:16].[Cs+].[Cs+].CN([CH:24]=[O:25])C, predict the reaction product. The product is: [CH3:1][O:18][C:15](=[O:16])[C:8]1[CH:12]=[C:4]([Br:3])[CH:5]=[C:6]([Cl:14])[C:7]=1[O:25][CH3:24].